This data is from Forward reaction prediction with 1.9M reactions from USPTO patents (1976-2016). The task is: Predict the product of the given reaction. Given the reactants [CH2:1]([O:5][C:6]1[CH:11]=[CH:10][CH:9]=[CH:8][CH:7]=1)[CH:2]([CH3:4])[CH3:3].[Cl:12][S:13](O)(=[O:15])=[O:14], predict the reaction product. The product is: [CH2:1]([O:5][C:6]1[CH:11]=[CH:10][C:9]([S:13]([Cl:12])(=[O:15])=[O:14])=[CH:8][CH:7]=1)[CH:2]([CH3:4])[CH3:3].